From a dataset of Catalyst prediction with 721,799 reactions and 888 catalyst types from USPTO. Predict which catalyst facilitates the given reaction. (1) Reactant: C([Li])CCC.CCCCCC.C(NC(C)C)(C)C.[CH3:19][N:20]1[CH2:24][CH2:23][CH2:22][C:21]1=[O:25].Cl[CH2:27][O:28][CH2:29][C:30]1[CH:35]=[CH:34][CH:33]=[CH:32][CH:31]=1. Product: [CH2:29]([O:28][CH2:27][CH:22]1[CH2:23][CH2:24][N:20]([CH3:19])[C:21]1=[O:25])[C:30]1[CH:35]=[CH:34][CH:33]=[CH:32][CH:31]=1. The catalyst class is: 30. (2) Reactant: [N:1]1([CH2:7][CH2:8][CH2:9][O:10][C:11]2[CH:18]=[CH:17][C:14]([CH:15]=O)=[CH:13][CH:12]=2)[CH2:6][CH2:5][CH2:4][CH2:3][CH2:2]1.[Cl:19][C:20]1[CH:25]=[CH:24][C:23]([C:26]2([OH:32])[CH2:31][CH2:30][NH:29][CH2:28][CH2:27]2)=[CH:22][CH:21]=1.C(O[BH-](OC(=O)C)OC(=O)C)(=O)C.[Na+].[OH-].[Na+].[CH2:49]([Cl:51])[Cl:50]. Product: [NH3:1].[CH2:49]([Cl:51])[Cl:50].[Cl:19][C:20]1[CH:25]=[CH:24][C:23]([C:26]2([OH:32])[CH2:27][CH2:28][N:29]([CH2:15][C:14]3[CH:17]=[CH:18][C:11]([O:10][CH2:9][CH2:8][CH2:7][N:1]4[CH2:6][CH2:5][CH2:4][CH2:3][CH2:2]4)=[CH:12][CH:13]=3)[CH2:30][CH2:31]2)=[CH:22][CH:21]=1. The catalyst class is: 15.